Dataset: Full USPTO retrosynthesis dataset with 1.9M reactions from patents (1976-2016). Task: Predict the reactants needed to synthesize the given product. (1) Given the product [CH2:32]([NH:34][C:35]([N:28]1[CH2:29][CH2:30][C@@H:26]([NH:25][C:24]2[C:17]3[C:18](=[N:19][CH:20]=[CH:21][C:16]=3[O:15][C:12]3[CH:13]=[CH:14][C:9]([C:8](=[O:31])[NH:7][C:5]4[S:6][C:2]([CH3:1])=[CH:3][N:4]=4)=[CH:10][CH:11]=3)[NH:22][N:23]=2)[CH2:27]1)=[O:36])[CH3:33], predict the reactants needed to synthesize it. The reactants are: [CH3:1][C:2]1[S:6][C:5]([NH:7][C:8](=[O:31])[C:9]2[CH:14]=[CH:13][C:12]([O:15][C:16]3[CH:21]=[CH:20][N:19]=[C:18]4[NH:22][N:23]=[C:24]([NH:25][CH:26]5[CH2:30][CH2:29][NH:28][CH2:27]5)[C:17]=34)=[CH:11][CH:10]=2)=[N:4][CH:3]=1.[CH2:32]([N:34]=[C:35]=[O:36])[CH3:33].O. (2) Given the product [C:34]([C:11]1[C:12]([N:18]2[CH2:23][CH2:22][N:21]([C:24]([O:26][C:27]([CH3:30])([CH3:29])[CH3:28])=[O:25])[C@H:20]([CH:31]([CH3:33])[CH3:32])[CH2:19]2)=[N:13][C:14]([CH:15]2[CH2:17][CH2:16]2)=[C:9]([NH:8][C:4]2[CH:3]=[C:2]([CH:37]=[CH2:38])[CH:7]=[CH:6][N:5]=2)[CH:10]=1)#[N:35], predict the reactants needed to synthesize it. The reactants are: Cl[C:2]1[CH:7]=[CH:6][N:5]=[C:4]([NH:8][C:9]2[CH:10]=[C:11]([C:34]#[N:35])[C:12]([N:18]3[CH2:23][CH2:22][N:21]([C:24]([O:26][C:27]([CH3:30])([CH3:29])[CH3:28])=[O:25])[C@H:20]([CH:31]([CH3:33])[CH3:32])[CH2:19]3)=[N:13][C:14]=2[CH:15]2[CH2:17][CH2:16]2)[CH:3]=1.[K].[CH:37]([B-](F)(F)F)=[CH2:38].[H+].CCN(C(C)C)C(C)C.